The task is: Regression. Given a peptide amino acid sequence and an MHC pseudo amino acid sequence, predict their binding affinity value. This is MHC class I binding data.. This data is from Peptide-MHC class I binding affinity with 185,985 pairs from IEDB/IMGT. The binding affinity (normalized) is 0. The MHC is Mamu-A11 with pseudo-sequence Mamu-A11. The peptide sequence is LMPTAPPEDPA.